From a dataset of Full USPTO retrosynthesis dataset with 1.9M reactions from patents (1976-2016). Predict the reactants needed to synthesize the given product. (1) Given the product [OH:24][CH:25]([CH2:28][C:29]1[CH:34]=[CH:33][CH:32]=[CH:31][CH:30]=1)[CH2:26][NH:27][C:21]([C:11]1[C:10]([NH:9][C:7]([C:2]2[CH:3]=[CH:4][CH:5]=[CH:6][N:1]=2)=[O:8])=[CH:14][N:13]([CH:15]2[CH2:20][CH2:19][CH2:18][CH2:17][O:16]2)[N:12]=1)=[O:23], predict the reactants needed to synthesize it. The reactants are: [N:1]1[CH:6]=[CH:5][CH:4]=[CH:3][C:2]=1[C:7]([NH:9][C:10]1[C:11]([C:21]([OH:23])=O)=[N:12][N:13]([CH:15]2[CH2:20][CH2:19][CH2:18][CH2:17][O:16]2)[CH:14]=1)=[O:8].[OH:24][CH:25]([CH2:28][C:29]1[CH:34]=[CH:33][CH:32]=[CH:31][CH:30]=1)[CH2:26][NH2:27].CCN=C=NCCCN(C)C.C1C=CC2N(O)N=NC=2C=1.C(=O)([O-])O.[Na+]. (2) Given the product [CH3:1][NH:2][S:3]([C:6]1[CH:32]=[CH:31][C:9]([CH2:10][NH:11][C:12]([C:14]2[C:15]3[CH:16]=[N:17][N:18]([C:24]4[CH:29]=[CH:28][C:27]([F:30])=[CH:26][CH:25]=4)[C:19]=3[CH:20]=[C:21]([OH:34])[CH:22]=2)=[O:13])=[CH:8][CH:7]=1)(=[O:5])=[O:4], predict the reactants needed to synthesize it. The reactants are: [CH3:1][NH:2][S:3]([C:6]1[CH:32]=[CH:31][C:9]([CH2:10][NH:11][C:12]([C:14]2[C:15]3[CH:16]=[N:17][N:18]([C:24]4[CH:29]=[CH:28][C:27]([F:30])=[CH:26][CH:25]=4)[C:19]=3[CH:20]=[C:21](Br)[CH:22]=2)=[O:13])=[CH:8][CH:7]=1)(=[O:5])=[O:4].B1(B2OC(C)(C)C(C)(C)O2)OC(C)(C)C(C)(C)[O:34]1.C([O-])(=O)C.[K+].OO.O.[OH-].[Na+]. (3) Given the product [CH3:1][O:2][C:3]1[C:4]2[CH2:5][CH:6]3[C:11]([CH3:13])([CH3:12])[CH:10]([C:15]=2[CH:16]=[CH:17][CH:18]=1)[CH2:9][CH2:8][NH:7]3, predict the reactants needed to synthesize it. The reactants are: [CH3:1][O:2][C:3]1[CH:18]=[CH:17][CH:16]=[CH:15][C:4]=1[CH2:5][CH:6]1[C:11]([CH3:13])([CH3:12])[CH:10](O)[CH2:9][CH2:8][NH:7]1.[OH-].[Na+]. (4) Given the product [Br:15][C:12]1[S:11][C:10]([CH:8]2[N:7]([C:16]3[CH:21]=[CH:20][CH:19]=[CH:18][C:17]=3[Cl:22])[N:6]=[C:5]([C:3]([OH:4])=[O:2])[CH2:9]2)=[CH:14][CH:13]=1, predict the reactants needed to synthesize it. The reactants are: C[O:2][C:3]([C:5]1[CH2:9][CH:8]([C:10]2[S:11][C:12]([Br:15])=[CH:13][CH:14]=2)[N:7]([C:16]2[CH:21]=[CH:20][CH:19]=[CH:18][C:17]=2[Cl:22])[N:6]=1)=[O:4].[OH-].[K+].CO. (5) Given the product [CH3:1][O:2][C:3](=[O:17])[CH2:4][C:5]1[CH:10]=[C:9]([O:11][CH2:30][C:31]2[S:35][C:34]([C:36]3[CH:41]=[CH:40][C:39]([C:42]([F:45])([F:44])[F:43])=[CH:38][CH:37]=3)=[N:33][C:32]=2[CH3:46])[CH:8]=[C:7]([O:12][CH2:13][CH2:14][CH2:15][CH3:16])[CH:6]=1, predict the reactants needed to synthesize it. The reactants are: [CH3:1][O:2][C:3](=[O:17])[CH2:4][C:5]1[CH:10]=[C:9]([OH:11])[CH:8]=[C:7]([O:12][CH2:13][CH2:14][CH2:15][CH3:16])[CH:6]=1.CN(C)C=O.C(=O)([O-])[O-].[K+].[K+].Cl[CH2:30][C:31]1[S:35][C:34]([C:36]2[CH:41]=[CH:40][C:39]([C:42]([F:45])([F:44])[F:43])=[CH:38][CH:37]=2)=[N:33][C:32]=1[CH3:46]. (6) Given the product [CH3:14][N:13]([CH3:15])[CH2:12][CH2:11][O:10][C:5]1[N:6]=[C:7]([NH2:18])[CH:8]=[C:3]([F:2])[N:4]=1, predict the reactants needed to synthesize it. The reactants are: N.[F:2][C:3]1[CH:8]=[C:7](F)[N:6]=[C:5]([O:10][CH2:11][CH2:12][N:13]([CH3:15])[CH3:14])[N:4]=1.FC1N=C(OCCN(C)C)C=C(F)[N:18]=1.